The task is: Predict the reaction yield, written as a fraction of the theoretical maximum amount of product (1.0 means a 100% yield; for example, 0.34 means a 34% yield).. This data is from Reaction yield outcomes from USPTO patents with 853,638 reactions. (1) The reactants are [NH2:1][C:2]1[N:7]=[CH:6][N:5]=[C:4]2[N:8]([CH:15]([C:17]3[C:18]([O:36][CH2:37][CH3:38])=[C:19]([C:25]4[CH:26]=[CH:27][C:28]([C:31]([N:33]([CH3:35])[CH3:34])=[O:32])=[N:29][CH:30]=4)[C:20]([CH3:24])=[C:21]([Cl:23])[CH:22]=3)[CH3:16])[N:9]=[C:10]([CH:11]([OH:14])CO)[C:3]=12.C(O)(=O)C.I([O-])(=O)(=O)=O.[Na+]. The catalyst is O1CCCC1.O. The product is [NH2:1][C:2]1[N:7]=[CH:6][N:5]=[C:4]2[N:8]([CH:15]([C:17]3[C:18]([O:36][CH2:37][CH3:38])=[C:19]([C:25]4[CH:26]=[CH:27][C:28]([C:31]([N:33]([CH3:35])[CH3:34])=[O:32])=[N:29][CH:30]=4)[C:20]([CH3:24])=[C:21]([Cl:23])[CH:22]=3)[CH3:16])[N:9]=[C:10]([CH:11]=[O:14])[C:3]=12. The yield is 0.900. (2) The reactants are [CH2:1]1[C:5]2([CH2:10][CH2:9][NH:8][CH2:7][CH2:6]2)[CH2:4][CH2:3][N:2]1[C:11]([O:13][C:14]([CH3:17])([CH3:16])[CH3:15])=[O:12].Cl[C:19]1[N:24]=[CH:23][CH:22]=[CH:21][N:20]=1.CCN(C(C)C)C(C)C.CC(N(C)C)=O. The catalyst is O1CCOCC1. The product is [N:20]1[CH:21]=[CH:22][CH:23]=[N:24][C:19]=1[N:8]1[CH2:7][CH2:6][C:5]2([CH2:1][N:2]([C:11]([O:13][C:14]([CH3:17])([CH3:16])[CH3:15])=[O:12])[CH2:3][CH2:4]2)[CH2:10][CH2:9]1. The yield is 0.510. (3) The reactants are [CH:1]1([CH2:6][C@@H:7]([C:20]([NH:22][NH:23][C:24]2[C:29]([F:30])=[C:28]([N:31]3[CH2:35][CH:34]([N:36]([CH3:38])[CH3:37])[C:33]([CH3:40])([CH3:39])[CH2:32]3)[N:27]=[C:26]([CH3:41])[N:25]=2)=[O:21])[CH2:8][N:9]([O:12]CC2C=CC=CC=2)[CH:10]=[O:11])[CH2:5][CH2:4][CH2:3][CH2:2]1. The catalyst is CO.[Pd]. The product is [CH:1]1([CH2:6][C@@H:7]([C:20]([NH:22][NH:23][C:24]2[C:29]([F:30])=[C:28]([N:31]3[CH2:35][CH:34]([N:36]([CH3:38])[CH3:37])[C:33]([CH3:39])([CH3:40])[CH2:32]3)[N:27]=[C:26]([CH3:41])[N:25]=2)=[O:21])[CH2:8][N:9]([OH:12])[CH:10]=[O:11])[CH2:5][CH2:4][CH2:3][CH2:2]1. The yield is 0.870. (4) The reactants are Cl.CO[C:4]1[CH:9]=[CH:8][N:7]=[CH:6][C:5]=1[N+:10]([O-:12])=[O:11].[C:13]([O:17][C:18]([N:20]1[CH2:25][CH2:24][CH:23]([CH2:26][NH2:27])[CH2:22][CH2:21]1)=[O:19])([CH3:16])([CH3:15])[CH3:14].C(N(CC)CC)C. The catalyst is C(O)C. The product is [C:13]([O:17][C:18]([N:20]1[CH2:25][CH2:24][CH:23]([CH2:26][NH:27][C:4]2[CH:9]=[CH:8][N:7]=[CH:6][C:5]=2[N+:10]([O-:12])=[O:11])[CH2:22][CH2:21]1)=[O:19])([CH3:16])([CH3:15])[CH3:14]. The yield is 0.770.